This data is from Catalyst prediction with 721,799 reactions and 888 catalyst types from USPTO. The task is: Predict which catalyst facilitates the given reaction. (1) Reactant: [C:1](=[O:4])([O-])[O-].[K+].[K+].[C:7]1(O)[CH:12]=[CH:11][C:10]([S:13][S:14][C:15]2[CH:20]=[CH:19][C:18]([OH:21])=[CH:17][CH:16]=2)=[CH:9][CH:8]=1.CN(C)C=O.[CH2:28](Cl)[C:29]1[CH:34]=[CH:33][CH:32]=[CH:31][CH:30]=1. Product: [C:29]1([CH2:28][O:21][C:18]2[CH:19]=[CH:20][C:15]([S:14][S:13][C:10]3[CH:11]=[CH:12][C:7]([O:4][CH2:1][C:7]4[CH:12]=[CH:11][CH:10]=[CH:9][CH:8]=4)=[CH:8][CH:9]=3)=[CH:16][CH:17]=2)[CH:34]=[CH:33][CH:32]=[CH:31][CH:30]=1. The catalyst class is: 24. (2) Reactant: [CH3:1][O:2][C:3]1[CH:4]=[C:5]2[O:9][C:8]([C:10]3[N:11]=[C:12]4[N:16]([CH:17]=3)[N:15]=[C:14]([O:18][CH3:19])[S:13]4)=[CH:7][C:6]2=[C:20]([OH:22])[CH:21]=1.[Br:23][C:24]1[CH:29]=[CH:28][C:27]([C:30]2([C:36]3[S:37][CH:38]=[C:39]([CH2:41]O)[N:40]=3)[CH2:35][CH2:34][O:33][CH2:32][CH2:31]2)=[CH:26][CH:25]=1.C(P(CCCC)CCCC)CCC.C1CCN(C(N=NC(N2CCCCC2)=O)=O)CC1. Product: [Br:23][C:24]1[CH:29]=[CH:28][C:27]([C:30]2([C:36]3[S:37][CH:38]=[C:39]([CH2:41][O:22][C:20]4[C:6]5[CH:7]=[C:8]([C:10]6[N:11]=[C:12]7[N:16]([CH:17]=6)[N:15]=[C:14]([O:18][CH3:19])[S:13]7)[O:9][C:5]=5[CH:4]=[C:3]([O:2][CH3:1])[CH:21]=4)[N:40]=3)[CH2:35][CH2:34][O:33][CH2:32][CH2:31]2)=[CH:26][CH:25]=1. The catalyst class is: 49. (3) Reactant: [F:1][C:2]1[CH:7]=[C:6]([C:8]([C:10]([F:13])([F:12])[F:11])=[CH2:9])[CH:5]=[C:4]([F:14])[C:3]=1[F:15].[OH:16][N:17]=[C:18](Cl)[C:19]1[CH:30]=[CH:29][C:22]2[B:23]([OH:28])[O:24][C:25]([CH3:27])([CH3:26])[C:21]=2[CH:20]=1. Product: [CH3:26][C:25]1([CH3:27])[O:24][B:23]([OH:28])[C:22]2[CH:29]=[CH:30][C:19]([C:18]3[CH2:9][C:8]([C:10]([F:12])([F:13])[F:11])([C:6]4[CH:7]=[C:2]([F:1])[C:3]([F:15])=[C:4]([F:14])[CH:5]=4)[O:16][N:17]=3)=[CH:20][C:21]1=2. The catalyst class is: 3. (4) Reactant: [Cl:1][C:2]1[CH:7]=[CH:6][CH:5]=[C:4]([F:8])[C:3]=1[C:9]1[NH:10][C:11](=[O:26])[N:12]([C:14]2[CH:19]=[CH:18][C:17]([C:20]#[C:21][Si](C)(C)C)=[CH:16][CH:15]=2)[N:13]=1.CCCC[N+](CCCC)(CCCC)CCCC.[F-]. Product: [Cl:1][C:2]1[CH:7]=[CH:6][CH:5]=[C:4]([F:8])[C:3]=1[C:9]1[NH:10][C:11](=[O:26])[N:12]([C:14]2[CH:19]=[CH:18][C:17]([C:20]#[CH:21])=[CH:16][CH:15]=2)[N:13]=1. The catalyst class is: 2. (5) Reactant: FC(F)(F)C(O)=O.C(OC([N:15]1[CH2:20][CH2:19][CH2:18][CH2:17][CH:16]1[C:21]([N:23]1[CH2:28][CH2:27][N:26]([CH:29]([C:38]2[CH:43]=[CH:42][C:41]([F:44])=[C:40]([F:45])[CH:39]=2)[C:30]2[CH:35]=[CH:34][C:33]([F:36])=[C:32]([F:37])[CH:31]=2)[CH2:25][CH2:24]1)=[O:22])=O)(C)(C)C. Product: [F:37][C:32]1[CH:31]=[C:30]([CH:29]([C:38]2[CH:43]=[CH:42][C:41]([F:44])=[C:40]([F:45])[CH:39]=2)[N:26]2[CH2:25][CH2:24][N:23]([C:21]([CH:16]3[CH2:17][CH2:18][CH2:19][CH2:20][NH:15]3)=[O:22])[CH2:28][CH2:27]2)[CH:35]=[CH:34][C:33]=1[F:36]. The catalyst class is: 2. (6) Reactant: [C@@H:1]1([NH:10][C:11]2[C:12]3[CH:19]=[CH:18][N:17]([C@H:20]4[CH2:36][C@@H:23]5[O:24]C(C6C=CC(OC)=CC=6)[O:26][CH2:27][C@@H:22]5[CH2:21]4)[C:13]=3[N:14]=[CH:15][N:16]=2)[C:9]2[C:4](=[CH:5][CH:6]=[CH:7][CH:8]=2)[CH2:3][CH2:2]1.O.CC(O)=O. Product: [C@@H:1]1([NH:10][C:11]2[C:12]3[CH:19]=[CH:18][N:17]([C@H:20]4[CH2:36][C@H:23]([OH:24])[C@H:22]([CH2:27][OH:26])[CH2:21]4)[C:13]=3[N:14]=[CH:15][N:16]=2)[C:9]2[C:4](=[CH:5][CH:6]=[CH:7][CH:8]=2)[CH2:3][CH2:2]1. The catalyst class is: 1. (7) Reactant: [CH3:1][O:2][C:3](=[O:59])[NH:4][CH:5]([C:9]([N:11]1[CH2:15][CH2:14][CH2:13][CH:12]1[C:16]1[NH:20][C:19]2[C:21]3[C:26]([CH:27]=[CH:28][C:18]=2[N:17]=1)=[CH:25][C:24]([C:29]1[CH:38]=[CH:37][C:36]2[C:31](=[CH:32][CH:33]=[C:34]([C:39]4[NH:40][C:41]([CH:44]5[CH2:48][CH2:47][CH2:46][N:45]5[C:49](=[O:58])[CH:50]([NH2:57])[C:51]5[CH:56]=[CH:55][CH:54]=[CH:53][CH:52]=5)=[N:42][CH:43]=4)[CH:35]=2)[CH:30]=1)=[CH:23][CH:22]=3)=[O:10])[CH:6]([CH3:8])[CH3:7].CCN(C(C)C)C(C)C.[O:69]1[CH2:72][CH:71]([O:73][C:74](=O)[O:75]C2C=CC([N+]([O-])=O)=CC=2)[CH2:70]1. Product: [CH3:1][O:2][C:3](=[O:59])[NH:4][CH:5]([C:9]([N:11]1[CH2:15][CH2:14][CH2:13][CH:12]1[C:16]1[NH:20][C:19]2[C:21]3[C:26]([CH:27]=[CH:28][C:18]=2[N:17]=1)=[CH:25][C:24]([C:29]1[CH:38]=[CH:37][C:36]2[C:31](=[CH:32][CH:33]=[C:34]([C:39]4[NH:40][C:41]([CH:44]5[CH2:48][CH2:47][CH2:46][N:45]5[C:49](=[O:58])[CH:50]([NH:57][C:74]([O:73][CH:71]5[CH2:72][O:69][CH2:70]5)=[O:75])[C:51]5[CH:56]=[CH:55][CH:54]=[CH:53][CH:52]=5)=[N:42][CH:43]=4)[CH:35]=2)[CH:30]=1)=[CH:23][CH:22]=3)=[O:10])[CH:6]([CH3:8])[CH3:7]. The catalyst class is: 10. (8) Reactant: [CH:1]1[CH:6]=[CH:5][C:4]([N:7]([C:14]2[CH:19]=[CH:18][C:17](Br)=[CH:16][CH:15]=2)[C:8]2[CH:13]=[CH:12][CH:11]=[CH:10][CH:9]=2)=[CH:3][CH:2]=1.C([Li])CCC.[B:26](OC)([O:29]C)[O:27]C.Cl. Product: [C:4]1([N:7]([C:8]2[CH:13]=[CH:12][CH:11]=[CH:10][CH:9]=2)[C:14]2[CH:19]=[CH:18][C:17]([B:26]([OH:29])[OH:27])=[CH:16][CH:15]=2)[CH:5]=[CH:6][CH:1]=[CH:2][CH:3]=1. The catalyst class is: 392. (9) Reactant: [NH:1]1[CH2:6][CH2:5][NH:4][CH2:3][C:2]1=[O:7].C(N(CC)CC)C.[Cl:15][C:16]1[CH:24]=[CH:23][C:19]([C:20](Cl)=[O:21])=[C:18]([CH3:25])[CH:17]=1. Product: [Cl:15][C:16]1[CH:24]=[CH:23][C:19]([C:20]([N:4]2[CH2:5][CH2:6][NH:1][C:2](=[O:7])[CH2:3]2)=[O:21])=[C:18]([CH3:25])[CH:17]=1. The catalyst class is: 4. (10) Reactant: O[CH2:2][C:3]1[CH:4]=[C:5]([CH:10]=[CH:11][CH:12]=1)[C:6]([O:8][CH3:9])=[O:7].C1(P(C2C=CC=CC=2)C2C=CC=CC=2)C=CC=CC=1.C(Br)(Br)(Br)[Br:33]. Product: [Br:33][CH2:2][C:3]1[CH:4]=[C:5]([CH:10]=[CH:11][CH:12]=1)[C:6]([O:8][CH3:9])=[O:7]. The catalyst class is: 2.